This data is from Reaction yield outcomes from USPTO patents with 853,638 reactions. The task is: Predict the reaction yield, written as a fraction of the theoretical maximum amount of product (1.0 means a 100% yield; for example, 0.34 means a 34% yield). The reactants are [Br:1][C:2]1[CH:3]=[CH:4][C:5]([O:9][CH3:10])=[C:6]([OH:8])[CH:7]=1.[CH3:11][N:12]1[CH2:16][CH2:15][C@H:14](O)[CH2:13]1. No catalyst specified. The product is [Br:1][C:2]1[CH:3]=[CH:4][C:5]([O:9][CH3:10])=[C:6]([CH:7]=1)[O:8][C@@H:14]1[CH2:15][CH2:16][N:12]([CH3:11])[CH2:13]1. The yield is 0.580.